Dataset: Forward reaction prediction with 1.9M reactions from USPTO patents (1976-2016). Task: Predict the product of the given reaction. (1) Given the reactants [Cl:1][C:2]1[CH:15]=[CH:14][C:5]([C:6]([P:8](=[O:13])([O:11]C)[O:9]C)=[O:7])=[CH:4][CH:3]=1.[OH-].[Na+], predict the reaction product. The product is: [Cl:1][C:2]1[CH:15]=[CH:14][C:5]([C:6]([P:8](=[O:9])([OH:13])[OH:11])=[O:7])=[CH:4][CH:3]=1. (2) Given the reactants Br[C:2]1[CH:3]=[CH:4][CH:5]=[C:6]2[C:10]=1[N:9]([CH2:11][CH2:12][C:13]([O:15]CC)=[O:14])[CH:8]=[C:7]2[CH2:18][CH2:19][CH2:20][O:21][C:22]1[CH:27]=[C:26]([CH3:28])[C:25]([Cl:29])=[C:24]([CH3:30])[CH:23]=1.[C:31]1(B(O)O)[CH:36]=[CH:35][CH:34]=[CH:33][CH:32]=1.COCCOC.CCO.O, predict the reaction product. The product is: [Cl:29][C:25]1[C:24]([CH3:30])=[CH:23][C:22]([O:21][CH2:20][CH2:19][CH2:18][C:7]2[C:6]3[C:10](=[C:2]([C:31]4[CH:36]=[CH:35][CH:34]=[CH:33][CH:32]=4)[CH:3]=[CH:4][CH:5]=3)[N:9]([CH2:11][CH2:12][C:13]([OH:15])=[O:14])[CH:8]=2)=[CH:27][C:26]=1[CH3:28]. (3) Given the reactants [CH3:1][O:2][C:3]1[CH:4]=[C:5]2[C:9](=[CH:10][CH:11]=1)[NH:8][C:7]([C:12]([O:14][CH2:15][CH3:16])=[O:13])=[C:6]2/[CH:17]=[CH:18]/[N+:19]([O-:21])=[O:20].C(O)C.[BH4-].[Na+].C(O)(=O)C, predict the reaction product. The product is: [CH3:1][O:2][C:3]1[CH:4]=[C:5]2[C:9](=[CH:10][CH:11]=1)[NH:8][C:7]([C:12]([O:14][CH2:15][CH3:16])=[O:13])=[C:6]2[CH2:17][CH2:18][N+:19]([O-:21])=[O:20]. (4) Given the reactants Br[C:2]1[CH:7]=[CH:6][CH:5]=[C:4]([C:8]2[CH:13]=[CH:12][CH:11]=[CH:10][CH:9]=2)[CH:3]=1.C([Li])(C)(C)C.CN([CH:22]=[O:23])C, predict the reaction product. The product is: [C:4]1([C:8]2[CH:13]=[CH:12][CH:11]=[CH:10][CH:9]=2)[CH:5]=[CH:6][CH:7]=[C:2]([CH:22]=[O:23])[CH:3]=1.